The task is: Predict the product of the given reaction.. This data is from Forward reaction prediction with 1.9M reactions from USPTO patents (1976-2016). (1) Given the reactants [H-].[Na+].[N:3]1[CH:8]=[CH:7][CH:6]=[C:5]([CH2:9][OH:10])[CH:4]=1.Br[CH:12](C)[C:13]([O:15][C:16]([CH3:19])([CH3:18])[CH3:17])=[O:14].O, predict the reaction product. The product is: [N:3]1[CH:8]=[CH:7][CH:6]=[C:5]([CH2:9][O:10][CH2:12][C:13]([O:15][C:16]([CH3:19])([CH3:18])[CH3:17])=[O:14])[CH:4]=1. (2) Given the reactants [Br:1][C:2]1[CH:7]=[CH:6][C:5]([C:8]2[N:9]=[C:10]([CH:18]3[CH2:21][CH2:20][CH2:19]3)[N:11]3[CH:16]=[CH:15][N:14]=[C:13]([NH2:17])[C:12]=23)=[CH:4][CH:3]=1.BrC1C=CC(B2OC(C)(C)[C:31](C)(C)[O:30]2)=CC=1OC, predict the reaction product. The product is: [Br:1][C:2]1[CH:3]=[CH:4][C:5]([C:8]2[N:9]=[C:10]([CH:18]3[CH2:21][CH2:20][CH2:19]3)[N:11]3[CH:16]=[CH:15][N:14]=[C:13]([NH2:17])[C:12]=23)=[CH:6][C:7]=1[O:30][CH3:31]. (3) Given the reactants [CH:1]1([C:4]2[CH:9]=[C:8]([NH:10][C:11]3[CH:16]=[C:15]([C:17]#[N:18])[CH:14]=[CH:13][N:12]=3)[N:7]=[C:6]([C:19]3[CH:20]=[N:21][CH:22]=[C:23]([CH2:25][N:26]4[CH2:31][CH2:30][NH:29][CH2:28][CH2:27]4)[CH:24]=3)[CH:5]=2)[CH2:3][CH2:2]1.[ClH:32].C(O)C, predict the reaction product. The product is: [ClH:32].[CH:1]1([C:4]2[CH:9]=[C:8]([NH:10][C:11]3[CH:16]=[C:15]([C:17]#[N:18])[CH:14]=[CH:13][N:12]=3)[N:7]=[C:6]([C:19]3[CH:20]=[N:21][CH:22]=[C:23]([CH2:25][N:26]4[CH2:27][CH2:28][NH:29][CH2:30][CH2:31]4)[CH:24]=3)[CH:5]=2)[CH2:3][CH2:2]1. (4) Given the reactants Cl.[O:2]1[CH2:7][CH2:6][CH:5]([C:8](=[NH:12])[O:9][CH2:10][CH3:11])[CH2:4][CH2:3]1.N1C=CC=CC=1.Cl[C:20]([O:22][CH2:23][CH3:24])=[O:21], predict the reaction product. The product is: [CH2:23]([O:22][C:20]([N:12]=[C:8]([CH:5]1[CH2:6][CH2:7][O:2][CH2:3][CH2:4]1)[O:9][CH2:10][CH3:11])=[O:21])[CH3:24]. (5) Given the reactants [Cl:1][C:2]1[N:7]=[C:6](Cl)[CH:5]=[CH:4][N:3]=1.[NH2:9][C:10]1[CH:11]=[C:12]([CH2:16][C:17]#[N:18])[CH:13]=[CH:14][CH:15]=1.C(N(CC)CC)C, predict the reaction product. The product is: [Cl:1][C:2]1[N:7]=[C:6]([NH:9][C:10]2[CH:11]=[C:12]([CH2:16][C:17]#[N:18])[CH:13]=[CH:14][CH:15]=2)[CH:5]=[CH:4][N:3]=1.